Dataset: Forward reaction prediction with 1.9M reactions from USPTO patents (1976-2016). Task: Predict the product of the given reaction. (1) The product is: [CH3:21][C@H:2]1[C:3](=[O:4])[O:5][CH2:6][C@@H:7]([C:15]2[CH:16]=[CH:17][CH:18]=[CH:19][CH:20]=2)[C:8](=[O:9])[NH:10][CH2:11][CH2:12][CH:13]=[CH:14][CH2:1]1. Given the reactants [CH3:1][C@H:2]([CH2:21]C=C)[C:3]([O:5][CH2:6][C@@H:7]([C:15]1[CH:20]=[CH:19][CH:18]=[CH:17][CH:16]=1)[C:8]([NH:10][CH2:11][CH2:12][CH:13]=[CH2:14])=[O:9])=[O:4], predict the reaction product. (2) Given the reactants [F:1][C:2]1[CH:3]=[C:4]([C@H:9]2[N:14]([CH2:15][C:16](=[O:36])[NH:17][C:18]3[CH:19]=[C:20]4[CH2:35][C:25]5([C:33]6[C:28](=[N:29][CH:30]=[CH:31][CH:32]=6)[NH:27][C:26]5=[O:34])[CH2:24][C:21]4=[N:22][CH:23]=3)[C:13](=[O:37])[C:12]3([CH2:43][O:42][CH2:41][CH2:40][O:39][CH2:38]3)[N:11](C(OC(C)(C)C)=O)[CH2:10]2)[CH:5]=[C:6]([F:8])[CH:7]=1.Cl, predict the reaction product. The product is: [F:8][C:6]1[CH:5]=[C:4]([C@H:9]2[N:14]([CH2:15][C:16]([NH:17][C:18]3[CH:19]=[C:20]4[CH2:35][C:25]5([C:33]6[C:28](=[N:29][CH:30]=[CH:31][CH:32]=6)[NH:27][C:26]5=[O:34])[CH2:24][C:21]4=[N:22][CH:23]=3)=[O:36])[C:13](=[O:37])[C:12]3([CH2:38][O:39][CH2:40][CH2:41][O:42][CH2:43]3)[NH:11][CH2:10]2)[CH:3]=[C:2]([F:1])[CH:7]=1.